From a dataset of Retrosynthesis with 50K atom-mapped reactions and 10 reaction types from USPTO. Predict the reactants needed to synthesize the given product. (1) Given the product C[C@@H](O[C@H]1OCC[C@@H](CN2CCC3(CC2)COC(C)(C)C3O)[C@@H]1c1ccc(F)cc1)c1cc(C(F)(F)F)cc(C(F)(F)F)c1, predict the reactants needed to synthesize it. The reactants are: CC1(C)OCC2(CCNCC2)C1O.C[C@@H](O[C@H]1OCC[C@@H](C=O)[C@@H]1c1ccc(F)cc1)c1cc(C(F)(F)F)cc(C(F)(F)F)c1. (2) Given the product CN(C)C1CCN(C(=O)C[C@@H]2CSC(c3cc4cc(Cl)cc(NC5CCCC5)c4[nH]3)=N2)C1, predict the reactants needed to synthesize it. The reactants are: CN(C)C1CCNC1.O=C(O)C[C@@H]1CSC(c2cc3cc(Cl)cc(NC4CCCC4)c3[nH]2)=N1. (3) Given the product Cc1nccn1-c1cc(N)cc(C(F)(F)F)c1, predict the reactants needed to synthesize it. The reactants are: Cc1nccn1-c1cc(NC(=O)OC(C)(C)C)cc(C(F)(F)F)c1.